Dataset: Drug-target binding data from BindingDB using Ki measurements. Task: Regression. Given a target protein amino acid sequence and a drug SMILES string, predict the binding affinity score between them. We predict pKi (pKi = -log10(Ki in M); higher means stronger inhibition). Dataset: bindingdb_ki. The drug is COC(=O)[C@H]1[C@@H](O)CC[C@H]2CN3CCc4c([nH]c5ccccc45)[C@@H]3C[C@@H]21. The target protein (P22086) has sequence MASPALAAALAAAAAEGPNGSDAGEWGSGGGANASGTDWGPPPGQYSAGAVAGLAAVVGFLIVFTVVGNVLVVIAVLTSRALRAPQNLFLVSLASADILVATLVMPFSLANELMAYWYFGQVWCGVYLALDVLFCTSSIVHLCAISLDRYWSVTQAVEYNLKRTPRRVKATIVAVWLISAVISFPPLVSFYRRPDGAAYPQCGLNDETWYILSSCIGSFFAPCLIMGLVYARIYRVAKLRTRTLSEKRGPAGPDGASPTTENGLGKAAGENGHCAPPRTEVEPDESSAAERRRRRGALRRGGRRREGAEGDTGSADGPGPGLAAEQGARTASRSPGPGGRLSRASSRSVEFFLSRRRRARSSVCRRKVAQAREKRFTFVLAVVMGVFVLCWFPFFFSYSLYGICREACQLPEPLFKFFFWIGYCNSSLNPVIYTVFNQDFRRSFKHILFRRRRRGFRQ. The pKi is 9.2.